Dataset: Catalyst prediction with 721,799 reactions and 888 catalyst types from USPTO. Task: Predict which catalyst facilitates the given reaction. (1) Reactant: [O:1]([C:8]1[CH:9]=[C:10]2[C:15](=[CH:16][N:17]=1)[N:14]1[CH:18]=[N:19][N:20]=[C:13]1[CH:12]([NH:21]C(=O)OC(C)(C)C)[CH2:11]2)[C:2]1[CH:7]=[CH:6][CH:5]=[CH:4][CH:3]=1.[ClH:29].NC1CC2C=C(OC3C=CC=CC=3)C=NC=2N2C(=O)NN=C12.Cl. Product: [ClH:29].[O:1]([C:8]1[CH:9]=[C:10]2[C:15](=[CH:16][N:17]=1)[N:14]1[CH:18]=[N:19][N:20]=[C:13]1[CH:12]([NH2:21])[CH2:11]2)[C:2]1[CH:3]=[CH:4][CH:5]=[CH:6][CH:7]=1. The catalyst class is: 41. (2) Reactant: [I:1][C:2]1[CH:8]=[CH:7][CH:6]=[CH:5][C:3]=1[NH2:4].[C:9]([N:16]1[CH2:21][CH2:20][C:19](=O)[CH2:18][CH2:17]1)([O:11][C:12]([CH3:15])([CH3:14])[CH3:13])=[O:10].C(O)(=O)C.C(O[BH-](OC(=O)C)OC(=O)C)(=O)C.[Na+]. Product: [C:12]([O:11][C:9]([N:16]1[CH2:21][CH2:20][CH:19]([NH:4][C:3]2[CH:5]=[CH:6][CH:7]=[CH:8][C:2]=2[I:1])[CH2:18][CH2:17]1)=[O:10])([CH3:15])([CH3:13])[CH3:14]. The catalyst class is: 26. (3) Reactant: [Br:1][C:2]1[CH:7]=[C:6]([O:8][CH3:9])[C:5]([C:10]2[C:11](=[O:17])[CH2:12][CH2:13][C:14]=2[O:15][CH3:16])=[C:4]([Cl:18])[CH:3]=1.C[Si](C)(C)[N-][Si](C)(C)C.[K+].[CH2:29](Br)[C:30]#[CH:31]. Product: [Br:1][C:2]1[CH:7]=[C:6]([O:8][CH3:9])[C:5]([C:10]2[C:11](=[O:17])[CH:12]([CH2:31][C:30]#[CH:29])[CH2:13][C:14]=2[O:15][CH3:16])=[C:4]([Cl:18])[CH:3]=1. The catalyst class is: 217. (4) Reactant: [N+:1]([C:4]1[CH:25]=[CH:24][C:7]([O:8][CH2:9][CH2:10][C:11]2[N:12]=[C:13]([NH:16][C:17](=[O:23])[O:18][C:19]([CH3:22])([CH3:21])[CH3:20])[S:14][CH:15]=2)=[CH:6][CH:5]=1)([O-])=O.[H][H]. Product: [NH2:1][C:4]1[CH:25]=[CH:24][C:7]([O:8][CH2:9][CH2:10][C:11]2[N:12]=[C:13]([NH:16][C:17](=[O:23])[O:18][C:19]([CH3:22])([CH3:20])[CH3:21])[S:14][CH:15]=2)=[CH:6][CH:5]=1. The catalyst class is: 541. (5) Reactant: [Br:1][C:2]1[CH:3]=[C:4]2[C:10]([C:11]([C:13]3[CH:18]=[CH:17][C:16]([O:19][CH3:20])=[CH:15][CH:14]=3)=[O:12])=[CH:9][NH:8][C:5]2=[N:6][CH:7]=1.[H-].[Na+].[C:23]([O:27][C:28](O[C:28]([O:27][C:23]([CH3:26])([CH3:25])[CH3:24])=[O:29])=[O:29])([CH3:26])([CH3:25])[CH3:24].O. Product: [C:23]([O:27][C:28]([N:8]1[C:5]2=[N:6][CH:7]=[C:2]([Br:1])[CH:3]=[C:4]2[C:10]([C:11](=[O:12])[C:13]2[CH:18]=[CH:17][C:16]([O:19][CH3:20])=[CH:15][CH:14]=2)=[CH:9]1)=[O:29])([CH3:26])([CH3:25])[CH3:24]. The catalyst class is: 7. (6) Reactant: [N:1]1([C:10]2[N:18]=[C:17](Cl)[N:16]=[C:15]3[C:11]=2[N:12]=[CH:13][NH:14]3)[C:5]2[CH:6]=[CH:7][CH:8]=[CH:9][C:4]=2[N:3]=[CH:2]1.CS(C)=O.[NH:24]1[CH2:28][CH2:27][CH2:26][C@H:25]1[CH2:29][OH:30]. Product: [N:1]1([C:10]2[N:18]=[C:17]([N:24]3[CH2:28][CH2:27][CH2:26][C@H:25]3[CH2:29][OH:30])[N:16]=[C:15]3[C:11]=2[N:12]=[CH:13][NH:14]3)[C:5]2[CH:6]=[CH:7][CH:8]=[CH:9][C:4]=2[N:3]=[CH:2]1. The catalyst class is: 2. (7) Reactant: [NH2:1][C:2]1[CH:7]=[CH:6][CH:5]=[C:4]([CH3:8])[C:3]=1[NH:9][C:10]1[C:11]([CH3:20])=[C:12]([CH:17]=[CH:18][CH:19]=1)[C:13]([O:15][CH3:16])=[O:14].[CH3:21]OC(OC)OC. Product: [CH3:20][C:11]1[C:10]([N:9]2[C:3]3[C:4]([CH3:8])=[CH:5][CH:6]=[CH:7][C:2]=3[N:1]=[CH:21]2)=[CH:19][CH:18]=[CH:17][C:12]=1[C:13]([O:15][CH3:16])=[O:14]. The catalyst class is: 15. (8) Reactant: [NH:1]([C:8]1[C:17]2[CH:16]=[N:15][CH:14]=[N:13][C:12]=2[N:11]([O:18]CC2C=CC=CC=2)[C:10](=[O:26])[CH:9]=1)[C:2]1[CH:7]=[CH:6][CH:5]=[CH:4][CH:3]=1.C(OCC)(=O)C.[H][H]. Product: [NH:1]([C:8]1[C:17]2[CH:16]=[N:15][CH:14]=[N:13][C:12]=2[N:11]([OH:18])[C:10](=[O:26])[CH:9]=1)[C:2]1[CH:7]=[CH:6][CH:5]=[CH:4][CH:3]=1. The catalyst class is: 352.